Dataset: Full USPTO retrosynthesis dataset with 1.9M reactions from patents (1976-2016). Task: Predict the reactants needed to synthesize the given product. (1) Given the product [CH2:27]([C@H:26]1[C@@H:22]([N:21]2[C:3]3=[C:4]4[CH:10]=[CH:9][N:8]([S:11]([C:14]5[CH:15]=[CH:16][C:17]([CH3:18])=[CH:19][CH:20]=5)(=[O:12])=[O:13])[C:5]4=[N:6][CH:7]=[C:2]3[N:1]=[CH:36]2)[CH2:23][C@@H:24]([NH:29][S:30]([CH:33]2[CH2:35][CH2:34]2)(=[O:31])=[O:32])[CH2:25]1)[CH3:28], predict the reactants needed to synthesize it. The reactants are: [NH2:1][C:2]1[C:3]([NH:21][C@@H:22]2[C@H:26]([CH2:27][CH3:28])[CH2:25][C@H:24]([NH:29][S:30]([CH:33]3[CH2:35][CH2:34]3)(=[O:32])=[O:31])[CH2:23]2)=[C:4]2[CH:10]=[CH:9][N:8]([S:11]([C:14]3[CH:20]=[CH:19][C:17]([CH3:18])=[CH:16][CH:15]=3)(=[O:13])=[O:12])[C:5]2=[N:6][CH:7]=1.[CH:36](OC)(OC)OC.O.C1(C)C=CC(S(O)(=O)=O)=CC=1. (2) Given the product [NH:25]([C:53]([CH2:55][CH2:56][CH2:57][CH2:58][CH2:59][CH2:60][CH3:61])=[O:54])[C@H:26]([C:42]([NH:44][C@H:45]([C:11]([N:1]1[CH2:10][C@H:8]([OH:9])[CH2:7][C@H:2]1[C:3]([O:5][CH3:6])=[O:4])=[O:13])[CH2:46][CH:47]([CH3:49])[CH3:48])=[O:43])[CH2:27][C:28]1[CH:33]=[CH:32][C:31]([O:34][CH2:35][C:36]2[CH:41]=[CH:40][CH:39]=[CH:38][CH:37]=2)=[CH:30][CH:29]=1, predict the reactants needed to synthesize it. The reactants are: [N:1]1([C:11]([O:13]C(C)(C)C)=O)[CH2:10][C@H:8]([OH:9])[CH2:7][C@H:2]1[C:3]([O:5][CH3:6])=[O:4].C(O)(C(F)(F)F)=O.[NH:25]([C:53]([CH2:55][CH2:56][CH2:57][CH2:58][CH2:59][CH2:60][CH3:61])=[O:54])[C@H:26]([C:42]([NH:44][C@H:45](C(O)=O)[CH2:46][CH:47]([CH3:49])[CH3:48])=[O:43])[CH2:27][C:28]1[CH:33]=[CH:32][C:31]([O:34][CH2:35][C:36]2[CH:41]=[CH:40][CH:39]=[CH:38][CH:37]=2)=[CH:30][CH:29]=1.F[P-](F)(F)(F)(F)F.N1(O[P+](N(C)C)(N(C)C)N(C)C)C2C=CC=CC=2N=N1.CCN(C(C)C)C(C)C. (3) The reactants are: C(OC(=O)CSC1S[C:10]([NH:12][C:13]([N:15]([CH2:25][CH:26]2[CH2:30][CH2:29][CH2:28]C2)[C:16]2[CH:21]=[CH:20][C:19]([O:22][CH3:23])=[C:18]([F:24])[CH:17]=2)=[O:14])=NC=1)C.C1(CN(C2C=CC(S(C)(=O)=O)=CC=2)C(=O)NC2SC=C(CC(O)=O)N=2)CCCC1.C1(CNC2C=CC(OC)=C(F)C=2)CCCC1.C([O:79][C:80](=[O:89])[CH:81]([S:83][C:84]1[S:88][CH:87]=[N:86][CH:85]=1)N)C. Given the product [CH:25]1([N:15]([C:16]2[CH:21]=[CH:20][C:19]([O:22][CH3:23])=[C:18]([F:24])[CH:17]=2)[C:13](=[O:14])[N:12]([CH3:10])[C:87]2[S:88][C:84]([S:83][CH2:81][C:80]([OH:79])=[O:89])=[CH:85][N:86]=2)[CH2:26][CH2:30][CH2:29][CH2:28]1, predict the reactants needed to synthesize it. (4) Given the product [CH2:5]([O:4][C:2](=[O:3])[C:17]1[CH:21]=[C:13]([I:12])[CH:14]=[C:15]([C:22]([N:24]([CH3:28])[CH2:25][CH2:26][CH3:27])=[O:23])[CH:16]=1)[C:6]1[CH:11]=[CH:10][CH:9]=[CH:8][CH:7]=1, predict the reactants needed to synthesize it. The reactants are: Cl[C:2]([O:4][CH2:5][C:6]1[CH:11]=[CH:10][CH:9]=[CH:8][CH:7]=1)=[O:3].[I:12][C:13]1[CH:14]=[C:15]([C:22]([N:24]([CH3:28])[CH2:25][CH2:26][CH3:27])=[O:23])[CH:16]=[C:17]([CH:21]=1)C(O)=O.C(N(CC)CC)C. (5) The reactants are: [NH2:1][C:2]1[C:6]([C:7]#[N:8])=[CH:5][NH:4][C:3]=1[C:9]([O:11][CH2:12][CH3:13])=[O:10].[CH3:14][N:15]([CH:17](OC)OC)[CH3:16]. Given the product [C:7]([C:6]1[C:2](/[N:1]=[CH:14]/[N:15]([CH3:17])[CH3:16])=[C:3]([C:9]([O:11][CH2:12][CH3:13])=[O:10])[NH:4][CH:5]=1)#[N:8], predict the reactants needed to synthesize it. (6) Given the product [C:1]([O:5][C:6]([N:8]1[CH2:9][CH2:10][CH:11]([C:14]2[N:15]=[N:16][N:17]([CH2:21][C:22]3[CH:27]=[CH:26][CH:25]=[CH:24][CH:23]=3)[N:18]=2)[CH2:12][CH2:13]1)=[O:7])([CH3:4])([CH3:2])[CH3:3], predict the reactants needed to synthesize it. The reactants are: [C:1]([O:5][C:6]([N:8]1[CH2:13][CH2:12][CH:11]([C:14]2[NH:18][N:17]=[N:16][N:15]=2)[CH2:10][CH2:9]1)=[O:7])([CH3:4])([CH3:3])[CH3:2].[H-].[Na+].[CH2:21](Br)[C:22]1[CH:27]=[CH:26][CH:25]=[CH:24][CH:23]=1. (7) The reactants are: [S:1]1[C:5]([SH:6])=[N:4][N:3]=[C:2]1[SH:7].[H-].[Na+].Cl[C:11]1[C:12]([C:17]#[N:18])=[N:13][CH:14]=[CH:15][N:16]=1. Given the product [SH:6][C:5]1[S:1][C:2]([S:7][C:11]2[C:12]([C:17]#[N:18])=[N:13][CH:14]=[CH:15][N:16]=2)=[N:3][N:4]=1, predict the reactants needed to synthesize it. (8) Given the product [CH2:19]([C:20]([CH2:21][CH2:22][CH2:23][CH2:24][CH2:25][CH3:26])=[CH:7][C:5]([O:4][CH3:3])=[O:6])[CH2:18][CH2:17][CH2:16][CH2:15][CH3:14], predict the reactants needed to synthesize it. The reactants are: [H-].[Na+].[CH3:3][O:4][C:5]([CH2:7]P(OC)(OC)=O)=[O:6].[CH3:14][CH2:15][CH2:16][CH2:17][CH2:18][CH2:19][C:20](=O)[CH2:21][CH2:22][CH2:23][CH2:24][CH2:25][CH3:26].Cl.